This data is from Peptide-MHC class II binding affinity with 134,281 pairs from IEDB. The task is: Regression. Given a peptide amino acid sequence and an MHC pseudo amino acid sequence, predict their binding affinity value. This is MHC class II binding data. (1) The peptide sequence is GKSTRSTTDSGKVIP. The MHC is HLA-DQA10201-DQB10303 with pseudo-sequence HLA-DQA10201-DQB10303. The binding affinity (normalized) is 0.326. (2) The peptide sequence is KKGLNWITKVIMGAVLI. The MHC is HLA-DQA10103-DQB10603 with pseudo-sequence HLA-DQA10103-DQB10603. The binding affinity (normalized) is 0.516. (3) The peptide sequence is AAATAGTTVYAAFAA. The MHC is HLA-DQA10102-DQB10602 with pseudo-sequence HLA-DQA10102-DQB10602. The binding affinity (normalized) is 0.768. (4) The peptide sequence is AQGPKATFEAMYLGT. The MHC is HLA-DPA10201-DPB11401 with pseudo-sequence HLA-DPA10201-DPB11401. The binding affinity (normalized) is 0.307. (5) The peptide sequence is GWSSLGREYAAVAEE. The MHC is HLA-DPA10301-DPB10402 with pseudo-sequence HLA-DPA10301-DPB10402. The binding affinity (normalized) is 0.429. (6) The peptide sequence is AKSSPAYPSVLGQTI. The MHC is DRB1_0401 with pseudo-sequence DRB1_0401. The binding affinity (normalized) is 0.433. (7) The binding affinity (normalized) is 0. The MHC is DRB1_0405 with pseudo-sequence DRB1_0405. The peptide sequence is KFDSQLARRHMARELH. (8) The peptide sequence is LENDNQLLYNYPGAL. The MHC is HLA-DQA10301-DQB10302 with pseudo-sequence HLA-DQA10301-DQB10302. The binding affinity (normalized) is 0.191. (9) The peptide sequence is CGMFTNRSGSQQ. The MHC is HLA-DQA10301-DQB10301 with pseudo-sequence HLA-DQA10301-DQB10301. The binding affinity (normalized) is 0.185. (10) The binding affinity (normalized) is 0. The MHC is DRB1_1101 with pseudo-sequence DRB1_1101. The peptide sequence is VLALGNQEGSLKTAL.